From a dataset of Full USPTO retrosynthesis dataset with 1.9M reactions from patents (1976-2016). Predict the reactants needed to synthesize the given product. (1) The reactants are: [Cl:1][C:2]1[CH:3]=[CH:4][CH:5]=[C:6]2[C:10]=1[N:9]([CH2:11][CH:12]1[CH2:17][CH2:16][O:15][CH2:14][CH2:13]1)[CH:8]=[C:7]2[C:18]([NH2:20])=[O:19].Cl[C:22]([S:24]Cl)=[O:23]. Given the product [Cl:1][C:2]1[CH:3]=[CH:4][CH:5]=[C:6]2[C:10]=1[N:9]([CH2:11][CH:12]1[CH2:13][CH2:14][O:15][CH2:16][CH2:17]1)[CH:8]=[C:7]2[C:18]1[O:19][C:22](=[O:23])[S:24][N:20]=1, predict the reactants needed to synthesize it. (2) Given the product [CH3:31][C:30]([CH3:33])([CH3:32])[CH2:34][C:35]([O:20][C:17]1[CH:16]=[CH:15][C:14]([C:7]2[C:6]3[C:10](=[C:2]([Cl:1])[CH:3]=[CH:4][CH:5]=3)[N:9]([CH2:11][CH2:12][CH3:13])[N:8]=2)=[CH:19][CH:18]=1)=[O:36], predict the reactants needed to synthesize it. The reactants are: [Cl:1][C:2]1[CH:3]=[CH:4][CH:5]=[C:6]2[C:10]=1[N:9]([CH2:11][CH2:12][CH3:13])[N:8]=[C:7]2[C:14]1[CH:19]=[CH:18][C:17]([OH:20])=[CH:16][CH:15]=1.C(N(CC)C(C)C)(C)C.[C:30]([CH2:34][C:35](Cl)=[O:36])([CH3:33])([CH3:32])[CH3:31].O. (3) Given the product [C:22]([NH:25][C:8]1[C:5]2[CH:6]=[N:7][C:2]([Cl:1])=[CH:3][C:4]=2[N:10]([CH:11]([CH3:13])[CH3:12])[N:9]=1)([CH3:24])([CH3:23])[CH3:21], predict the reactants needed to synthesize it. The reactants are: [Cl:1][C:2]1[N:7]=[CH:6][C:5]2[C:8](I)=[N:9][N:10]([CH:11]([CH3:13])[CH3:12])[C:4]=2[CH:3]=1.C(=O)([O-])[O-].[K+].[K+].[CH3:21][C:22]([NH2:25])([CH3:24])[CH3:23].N1CCC[C@H]1C(O)=O. (4) Given the product [CH3:1][N:2]1[CH2:3][CH2:4][CH:5]([NH:8][C:9]2[N:10]=[CH:11][C:12]([NH2:15])=[CH:13][N:14]=2)[CH2:6][CH2:7]1, predict the reactants needed to synthesize it. The reactants are: [CH3:1][N:2]1[CH2:7][CH2:6][CH:5]([NH:8][C:9]2[N:14]=[CH:13][C:12]([N+:15]([O-])=O)=[CH:11][N:10]=2)[CH2:4][CH2:3]1.